From a dataset of Forward reaction prediction with 1.9M reactions from USPTO patents (1976-2016). Predict the product of the given reaction. Given the reactants C(=O)(O)[O-].[Na+].Cl[C:7]([O:9][CH2:10][C:11]1[CH:16]=[CH:15][CH:14]=[CH:13][CH:12]=1)=[O:8].[NH2:17][C:18]1[C:19](=[O:24])[NH:20][CH:21]=[CH:22][CH:23]=1, predict the reaction product. The product is: [O:24]=[C:19]1[C:18]([NH:17][C:7](=[O:8])[O:9][CH2:10][C:11]2[CH:16]=[CH:15][CH:14]=[CH:13][CH:12]=2)=[CH:23][CH:22]=[CH:21][NH:20]1.